This data is from HIV replication inhibition screening data with 41,000+ compounds from the AIDS Antiviral Screen. The task is: Binary Classification. Given a drug SMILES string, predict its activity (active/inactive) in a high-throughput screening assay against a specified biological target. (1) The compound is CCOP(=O)(O)C1C(CO)OC(n2ccc(=O)[nH]c2=O)C1O. The result is 0 (inactive). (2) The drug is CN1CCC2(CC1)N=C1CCN(C)CC1S2. The result is 0 (inactive). (3) The drug is COCn1c(C)c(C)c2c(=O)oc(C)nc21. The result is 0 (inactive). (4) The compound is O=C(c1ccccc1)c1nc2ccc(Cl)cc2c2c1CCCO2. The result is 0 (inactive).